Predict the reactants needed to synthesize the given product. From a dataset of Full USPTO retrosynthesis dataset with 1.9M reactions from patents (1976-2016). (1) Given the product [I:28][C:3]1[N:4]2[CH:9]=[C:8]([C:10]3[CH:11]=[CH:12][C:13]([C:14]([O:16][CH2:17][CH3:18])=[O:15])=[CH:19][CH:20]=3)[CH:7]=[CH:6][C:5]2=[N:1][CH:2]=1, predict the reactants needed to synthesize it. The reactants are: [N:1]1[CH:2]=[CH:3][N:4]2[CH:9]=[C:8]([C:10]3[CH:20]=[CH:19][C:13]([C:14]([O:16][CH2:17][CH3:18])=[O:15])=[CH:12][CH:11]=3)[CH:7]=[CH:6][C:5]=12.C1C(=O)N([I:28])C(=O)C1.O. (2) Given the product [Cl:7][C:5]1[S:4][C:3]2[CH2:8][C:9](=[O:11])[NH:1][C:2]=2[CH:6]=1, predict the reactants needed to synthesize it. The reactants are: [NH2:1][C:2]1[CH:6]=[C:5]([Cl:7])[S:4][C:3]=1[CH2:8][C:9]([O:11]CC)=O.C[Al](C)C. (3) The reactants are: [F:1][C:2]([F:21])([F:20])[C:3]1[CH:4]=[C:5]([C@H:13]2[O:17][C:16](=[O:18])[NH:15][C@H:14]2[CH3:19])[CH:6]=[C:7]([C:9]([F:12])([F:11])[F:10])[CH:8]=1.[H-].[Na+].[Br:24][C:25]1[CH:32]=[CH:31][C:30]([F:33])=[CH:29][C:26]=1[CH2:27]Br. Given the product [F:21][C:2]([F:1])([F:20])[C:3]1[CH:4]=[C:5]([C@H:13]2[O:17][C:16](=[O:18])[N:15]([CH2:27][C:26]3[CH:29]=[C:30]([F:33])[CH:31]=[CH:32][C:25]=3[Br:24])[C@H:14]2[CH3:19])[CH:6]=[C:7]([C:9]([F:10])([F:11])[F:12])[CH:8]=1, predict the reactants needed to synthesize it. (4) Given the product [C:54]1([CH3:53])[CH:55]=[CH:56][CH:57]=[C:35]([CH2:37][C:82]([N:2]2[CH2:6][CH2:5][CH2:4][C@H:3]2[C:7]2[NH:8][C:9]([C:12]3[CH:17]=[CH:16][C:15]([O:18][C:19]4[CH:24]=[CH:23][CH:22]=[C:21]([C:25]5[N:26]=[C:27]([C@@H:30]6[CH2:34][CH2:33][CH2:32][N:31]6[C:75](=[O:77])[CH2:74][C:70]6[CH:69]=[C:68]([CH3:78])[CH:73]=[CH:72][CH:71]=6)[NH:28][CH:29]=5)[CH:20]=4)=[CH:14][CH:13]=3)=[CH:10][N:11]=2)=[O:83])[CH:36]=1, predict the reactants needed to synthesize it. The reactants are: Cl.[NH:2]1[CH2:6][CH2:5][CH2:4][C@H:3]1[C:7]1[NH:8][C:9]([C:12]2[CH:17]=[CH:16][C:15]([O:18][C:19]3[CH:24]=[CH:23][CH:22]=[C:21]([C:25]4[N:26]=[C:27]([C@@H:30]5[CH2:34][CH2:33][CH2:32][NH:31]5)[NH:28][CH:29]=4)[CH:20]=3)=[CH:14][CH:13]=2)=[CH:10][N:11]=1.[CH:35](N(CC)C(C)C)([CH3:37])[CH3:36].CN(C(ON1N=N[C:54]2[CH:55]=[CH:56][CH:57]=N[C:53]1=2)=[N+](C)C)C.F[P-](F)(F)(F)(F)F.[C:68]1([CH3:78])[CH:73]=[CH:72][CH:71]=[C:70]([CH2:74][C:75]([OH:77])=O)[CH:69]=1.CN([CH:82]=[O:83])C.